Dataset: Forward reaction prediction with 1.9M reactions from USPTO patents (1976-2016). Task: Predict the product of the given reaction. Given the reactants [F:1][C:2]([F:15])(F)[CH2:3][O:4][C:5]1[N:10]=[CH:9][C:8]([CH:11]([NH2:13])[CH3:12])=[CH:7][CH:6]=1.ClC1C=CC(C#N)=CN=1.[F:25][C:26]([F:32])(C(F)F)CO, predict the reaction product. The product is: [F:1][C:2]([F:15])([CH:26]([F:32])[F:25])[CH2:3][O:4][C:5]1[N:10]=[CH:9][C:8]([CH:11]([NH2:13])[CH3:12])=[CH:7][CH:6]=1.